From a dataset of Catalyst prediction with 721,799 reactions and 888 catalyst types from USPTO. Predict which catalyst facilitates the given reaction. (1) Reactant: [F:1][C:2]1[CH:10]=[C:9]2[C:5]([CH:6]=[N:7][N:8]2[CH3:11])=[CH:4][C:3]=1[CH2:12][C:13]1[N:17]2[N:18]=[C:19]([CH:22]=[O:23])[CH:20]=[CH:21][C:16]2=[N:15][CH:14]=1.[CH2:24]([Mg]Br)[CH3:25]. Product: [F:1][C:2]1[CH:10]=[C:9]2[C:5]([CH:6]=[N:7][N:8]2[CH3:11])=[CH:4][C:3]=1[CH2:12][C:13]1[N:17]2[N:18]=[C:19]([CH:22]([OH:23])[CH2:24][CH3:25])[CH:20]=[CH:21][C:16]2=[N:15][CH:14]=1. The catalyst class is: 1. (2) Reactant: [C:1](Cl)(Cl)=[O:2].[CH3:5][O:6][C:7](=[O:15])[C:8]1[C:9](=[CH:11][CH:12]=[CH:13][CH:14]=1)[NH2:10]. Product: [CH3:5][O:6][C:7]([C:8]1[CH:14]=[CH:13][CH:12]=[CH:11][C:9]=1[N:10]=[C:1]=[O:2])=[O:15]. The catalyst class is: 11. (3) Reactant: [NH2:1][C:2]1[C:3]([NH:8][CH2:9][C:10]([O:12][CH2:13][CH3:14])=[O:11])=[N:4][CH:5]=[CH:6][CH:7]=1.CCN(C(C)C)C(C)C.[C:24](=O)(O)[O-:25].[Na+]. Product: [O:25]=[C:24]1[N:8]([CH2:9][C:10]([O:12][CH2:13][CH3:14])=[O:11])[C:3]2=[N:4][CH:5]=[CH:6][CH:7]=[C:2]2[NH:1]1. The catalyst class is: 2.